This data is from Forward reaction prediction with 1.9M reactions from USPTO patents (1976-2016). The task is: Predict the product of the given reaction. (1) Given the reactants [NH2:1][C:2]1[N:10]=[CH:9][CH:8]=[CH:7][C:3]=1[C:4]([OH:6])=O.CN([P+](ON1N=NC2C=CC=CC1=2)(N(C)C)N(C)C)C.F[P-](F)(F)(F)(F)F.Cl.[CH3:39][C:40]1[CH:45]=[CH:44][CH:43]=[CH:42][C:41]=1[O:46][C:47]1[S:51][C:50]([CH2:52][NH2:53])=[CH:49][CH:48]=1.C(=O)(O)[O-].[Na+], predict the reaction product. The product is: [CH3:39][C:40]1[CH:45]=[CH:44][CH:43]=[CH:42][C:41]=1[O:46][C:47]1[S:51][C:50]([CH2:52][NH:53][C:4](=[O:6])[C:3]2[CH:7]=[CH:8][CH:9]=[N:10][C:2]=2[NH2:1])=[CH:49][CH:48]=1. (2) Given the reactants [OH:1][C:2]([CH3:35])([CH3:34])[CH2:3][C@@:4]1([C:28]2[CH:33]=[CH:32][CH:31]=[CH:30][CH:29]=2)[O:9][C:8](=[O:10])[N:7]([C@H:11]([C:13]2[CH:18]=[CH:17][C:16](B3OC(C)(C)C(C)(C)O3)=[CH:15][CH:14]=2)[CH3:12])[CH2:6][CH2:5]1.Br[C:37]1[CH:38]=[CH:39][C:40]([C:43]2([C:46]#[N:47])[CH2:45][CH2:44]2)=[N:41][CH:42]=1, predict the reaction product. The product is: [OH:1][C:2]([CH3:34])([CH3:35])[CH2:3][C@@:4]1([C:28]2[CH:33]=[CH:32][CH:31]=[CH:30][CH:29]=2)[O:9][C:8](=[O:10])[N:7]([C@H:11]([C:13]2[CH:14]=[CH:15][C:16]([C:37]3[CH:38]=[CH:39][C:40]([C:43]4([C:46]#[N:47])[CH2:45][CH2:44]4)=[N:41][CH:42]=3)=[CH:17][CH:18]=2)[CH3:12])[CH2:6][CH2:5]1. (3) Given the reactants [F:1][C:2]([F:21])([F:20])[C:3]([C:5]1[C:6]([C:14]2[CH:19]=[CH:18][CH:17]=[CH:16][CH:15]=2)=[C:7]2[N:11]([C:12]=1[CH3:13])[CH2:10][CH2:9][CH2:8]2)=[O:4].[F:22][C:23]([Si](C)(C)C)([F:25])[F:24].[F-].C([N+](CCCC)(CCCC)CCCC)CCC.[OH-].[Na+], predict the reaction product. The product is: [F:21][C:2]([F:1])([F:20])[C:3]([C:5]1[C:6]([C:14]2[CH:19]=[CH:18][CH:17]=[CH:16][CH:15]=2)=[C:7]2[N:11]([C:12]=1[CH3:13])[CH2:10][CH2:9][CH2:8]2)([OH:4])[C:23]([F:25])([F:24])[F:22]. (4) Given the reactants Cl[C:2]1[C:3](=[O:16])[N:4]([CH3:15])[S:5](=[O:14])(=[O:13])[C:6]=1[C:7]1[CH:12]=[CH:11][CH:10]=[CH:9][CH:8]=1.[N:17]1([C:23]2[N:28]=[CH:27][C:26]([NH2:29])=[CH:25][CH:24]=2)[CH2:22][CH2:21][O:20][CH2:19][CH2:18]1, predict the reaction product. The product is: [CH3:15][N:4]1[C:3](=[O:16])[C:2]([NH:29][C:26]2[CH:27]=[N:28][C:23]([N:17]3[CH2:18][CH2:19][O:20][CH2:21][CH2:22]3)=[CH:24][CH:25]=2)=[C:6]([C:7]2[CH:12]=[CH:11][CH:10]=[CH:9][CH:8]=2)[S:5]1(=[O:14])=[O:13]. (5) Given the reactants Cl[CH2:2][C:3]([N:5]([O:7][CH3:8])[CH3:6])=[O:4].[NH:9]1[CH2:13][CH2:12][CH2:11][C:10]1=[O:14].[H-].[Na+], predict the reaction product. The product is: [CH3:8][O:7][N:5]([CH3:6])[C:3](=[O:4])[CH2:2][N:9]1[CH2:13][CH2:12][CH2:11][C:10]1=[O:14]. (6) Given the reactants [H-].[Na+].[O:3]=[C:4]1[NH:10][CH2:9][CH2:8][CH2:7][N:6]([C:11]([O:13][C:14]([CH3:17])([CH3:16])[CH3:15])=[O:12])[CH2:5]1.I[CH3:19], predict the reaction product. The product is: [CH3:19][N:10]1[CH2:9][CH2:8][CH2:7][N:6]([C:11]([O:13][C:14]([CH3:17])([CH3:16])[CH3:15])=[O:12])[CH2:5][C:4]1=[O:3]. (7) Given the reactants [Br:1][CH2:2][C:3]1[C:8]([CH3:9])=[C:7]([CH2:10]Br)[C:6]([CH3:12])=[C:5]([CH2:13]Br)[C:4]=1[CH3:15].ClCC1C(C)=C(CCl)C(C)=CC=1C.[NH2:29][C:30]([NH2:32])=[S:31], predict the reaction product. The product is: [BrH:1].[BrH:1].[BrH:1].[CH3:15][C:4]1[C:3]([CH2:2][NH:29][C:30]([SH:31])=[NH:32])=[C:8]([CH3:9])[C:7]([CH2:10][NH:29][C:30]([SH:31])=[NH:32])=[C:6]([CH3:12])[C:5]=1[CH2:13][NH:32][C:30]([SH:31])=[NH:29].